Regression. Given two drug SMILES strings and cell line genomic features, predict the synergy score measuring deviation from expected non-interaction effect. From a dataset of NCI-60 drug combinations with 297,098 pairs across 59 cell lines. (1) Drug 1: C1=CN(C=N1)CC(O)(P(=O)(O)O)P(=O)(O)O. Drug 2: C1C(C(OC1N2C=NC3=C2NC=NCC3O)CO)O. Cell line: DU-145. Synergy scores: CSS=3.53, Synergy_ZIP=2.24, Synergy_Bliss=0.656, Synergy_Loewe=2.19, Synergy_HSA=-1.13. (2) Drug 1: CCC(=C(C1=CC=CC=C1)C2=CC=C(C=C2)OCCN(C)C)C3=CC=CC=C3.C(C(=O)O)C(CC(=O)O)(C(=O)O)O. Drug 2: CC1=C2C(C(=O)C3(C(CC4C(C3C(C(C2(C)C)(CC1OC(=O)C(C(C5=CC=CC=C5)NC(=O)C6=CC=CC=C6)O)O)OC(=O)C7=CC=CC=C7)(CO4)OC(=O)C)O)C)OC(=O)C. Cell line: BT-549. Synergy scores: CSS=50.0, Synergy_ZIP=20.3, Synergy_Bliss=23.0, Synergy_Loewe=8.58, Synergy_HSA=23.2. (3) Drug 1: COC1=CC(=CC(=C1O)OC)C2C3C(COC3=O)C(C4=CC5=C(C=C24)OCO5)OC6C(C(C7C(O6)COC(O7)C8=CC=CS8)O)O. Drug 2: CC1=C(C=C(C=C1)NC(=O)C2=CC=C(C=C2)CN3CCN(CC3)C)NC4=NC=CC(=N4)C5=CN=CC=C5. Cell line: HOP-92. Synergy scores: CSS=43.1, Synergy_ZIP=4.39, Synergy_Bliss=4.15, Synergy_Loewe=-14.7, Synergy_HSA=5.32. (4) Drug 1: CC1C(C(CC(O1)OC2CC(CC3=C2C(=C4C(=C3O)C(=O)C5=C(C4=O)C(=CC=C5)OC)O)(C(=O)C)O)N)O.Cl. Drug 2: COC1=NC(=NC2=C1N=CN2C3C(C(C(O3)CO)O)O)N. Cell line: HCC-2998. Synergy scores: CSS=9.45, Synergy_ZIP=-3.28, Synergy_Bliss=-1.84, Synergy_Loewe=-20.1, Synergy_HSA=-3.47. (5) Drug 1: CC1=CC2C(CCC3(C2CCC3(C(=O)C)OC(=O)C)C)C4(C1=CC(=O)CC4)C. Drug 2: C(CC(=O)O)C(=O)CN.Cl. Cell line: ACHN. Synergy scores: CSS=5.59, Synergy_ZIP=0.270, Synergy_Bliss=4.53, Synergy_Loewe=3.56, Synergy_HSA=3.40. (6) Drug 1: C1=CC(=CC=C1CC(C(=O)O)N)N(CCCl)CCCl.Cl. Drug 2: CCC1(CC2CC(C3=C(CCN(C2)C1)C4=CC=CC=C4N3)(C5=C(C=C6C(=C5)C78CCN9C7C(C=CC9)(C(C(C8N6C)(C(=O)OC)O)OC(=O)C)CC)OC)C(=O)OC)O.OS(=O)(=O)O. Cell line: HCT-15. Synergy scores: CSS=12.2, Synergy_ZIP=-5.08, Synergy_Bliss=0.0941, Synergy_Loewe=-6.21, Synergy_HSA=-3.30. (7) Drug 1: CC(C1=C(C=CC(=C1Cl)F)Cl)OC2=C(N=CC(=C2)C3=CN(N=C3)C4CCNCC4)N. Drug 2: CCC1(CC2CC(C3=C(CCN(C2)C1)C4=CC=CC=C4N3)(C5=C(C=C6C(=C5)C78CCN9C7C(C=CC9)(C(C(C8N6C=O)(C(=O)OC)O)OC(=O)C)CC)OC)C(=O)OC)O.OS(=O)(=O)O. Cell line: 786-0. Synergy scores: CSS=12.4, Synergy_ZIP=12.5, Synergy_Bliss=11.2, Synergy_Loewe=3.03, Synergy_HSA=10.0.